From a dataset of Forward reaction prediction with 1.9M reactions from USPTO patents (1976-2016). Predict the product of the given reaction. (1) Given the reactants ClC1N=[N:6]C(NC)=C(C2C(OC)=NC=CC=2)C=1.[Cl:18][C:19]1[N:24]=[N:23][C:22]([N:25]([CH3:42])[C:26](=[O:41])[C:27]2[CH:32]=[C:31]([C:33]([F:36])([F:35])[F:34])[CH:30]=[C:29]([S:37]([CH3:40])(=[O:39])=[O:38])[CH:28]=2)=[C:21]([C:43]2[CH:48]=[CH:47][C:46](F)=C[C:44]=2[O:50][CH3:51])[CH:20]=1, predict the reaction product. The product is: [Cl:18][C:19]1[N:24]=[N:23][C:22]([N:25]([CH3:42])[C:26](=[O:41])[C:27]2[CH:32]=[C:31]([C:33]([F:34])([F:35])[F:36])[CH:30]=[C:29]([S:37]([CH3:40])(=[O:38])=[O:39])[CH:28]=2)=[C:21]([C:43]2[C:44]([O:50][CH3:51])=[N:6][CH:46]=[CH:47][CH:48]=2)[CH:20]=1. (2) Given the reactants S(Cl)(Cl)=O.[CH3:5][C:6]([CH3:13])([C:10]([OH:12])=[O:11])[C:7](O)=[O:8].[CH3:14][S:15][C:16]1[CH:22]=[CH:21][C:19]([NH2:20])=[CH:18][CH:17]=1, predict the reaction product. The product is: [CH3:14][S:15][C:16]1[CH:22]=[CH:21][C:19]([NH:20][C:7](=[O:8])[C:6]([CH3:13])([CH3:5])[C:10]([OH:12])=[O:11])=[CH:18][CH:17]=1. (3) Given the reactants [ClH:1].Cl.C1(NC2C=C(N3CCNCC3)C=CN=2)CCCC1.C1(N[C:27]2[CH:32]=[C:31]([N:33]3[CH2:38][CH2:37][N:36]([C:39]([O:41][C:42]([CH3:45])([CH3:44])[CH3:43])=[O:40])[CH2:35][CH2:34]3)[CH:30]=[CH:29][N:28]=2)CCCC1, predict the reaction product. The product is: [C:42]([O:41][C:39]([N:36]1[CH2:37][CH2:38][N:33]([C:31]2[CH:30]=[CH:29][N:28]=[C:27]([Cl:1])[CH:32]=2)[CH2:34][CH2:35]1)=[O:40])([CH3:45])([CH3:44])[CH3:43].